This data is from Reaction yield outcomes from USPTO patents with 853,638 reactions. The task is: Predict the reaction yield, written as a fraction of the theoretical maximum amount of product (1.0 means a 100% yield; for example, 0.34 means a 34% yield). The reactants are [CH:1]1([N:7]=[C:8]=[O:9])[CH2:6][CH2:5][CH2:4][CH2:3][CH2:2]1.[Si:10]([O:17][C:18]1[CH:23]=[C:22]([O:24][Si:25]([C:28]([CH3:31])([CH3:30])[CH3:29])([CH3:27])[CH3:26])[CH:21]=[CH:20][C:19]=1[CH:32]1[CH2:37][CH2:36][CH:35]([OH:38])[CH2:34][CH2:33]1)([C:13]([CH3:16])([CH3:15])[CH3:14])([CH3:12])[CH3:11]. The catalyst is ClC(Cl)C. The product is [CH:1]1([NH:7][C:8](=[O:9])[O:38][C@H:35]2[CH2:34][CH2:33][C@H:32]([C:19]3[CH:20]=[CH:21][C:22]([O:24][Si:25]([C:28]([CH3:29])([CH3:30])[CH3:31])([CH3:27])[CH3:26])=[CH:23][C:18]=3[O:17][Si:10]([C:13]([CH3:14])([CH3:15])[CH3:16])([CH3:12])[CH3:11])[CH2:37][CH2:36]2)[CH2:6][CH2:5][CH2:4][CH2:3][CH2:2]1. The yield is 0.470.